Predict the product of the given reaction. From a dataset of Forward reaction prediction with 1.9M reactions from USPTO patents (1976-2016). (1) Given the reactants [CH2:1]([O:8][C:9]1[CH:14]=[CH:13][N:12]([C:15]2[N:20]=[C:19]3[N:21]([CH3:28])[C:22]4[CH2:27][CH2:26][NH:25][CH2:24][C:23]=4[C:18]3=[CH:17][CH:16]=2)[C:11](=[O:29])[CH:10]=1)[C:2]1[CH:7]=[CH:6][CH:5]=[CH:4][CH:3]=1.[ClH:30], predict the reaction product. The product is: [ClH:30].[CH2:1]([O:8][C:9]1[CH:14]=[CH:13][N:12]([C:15]2[N:20]=[C:19]3[N:21]([CH3:28])[C:22]4[CH2:27][CH2:26][NH:25][CH2:24][C:23]=4[C:18]3=[CH:17][CH:16]=2)[C:11](=[O:29])[CH:10]=1)[C:2]1[CH:3]=[CH:4][CH:5]=[CH:6][CH:7]=1. (2) Given the reactants [Br:1][C:2]1[CH:7]=[CH:6][C:5]([CH2:8][C:9]([OH:11])=O)=[CH:4][CH:3]=1.[Cl:12][C:13]1[CH:19]=[CH:18][C:16]([OH:17])=[CH:15][C:14]=1[OH:20], predict the reaction product. The product is: [Br:1][C:2]1[CH:3]=[CH:4][C:5]([CH2:8][C:9]([C:18]2[CH:19]=[C:13]([Cl:12])[C:14]([OH:20])=[CH:15][C:16]=2[OH:17])=[O:11])=[CH:6][CH:7]=1.